This data is from Reaction yield outcomes from USPTO patents with 853,638 reactions. The task is: Predict the reaction yield, written as a fraction of the theoretical maximum amount of product (1.0 means a 100% yield; for example, 0.34 means a 34% yield). (1) The reactants are [CH:1]([C:3]1[CH:11]=[C:7]([C:8]([OH:10])=[O:9])[C:6]([OH:12])=[CH:5][CH:4]=1)=[O:2].[CH2:13](Br)[C:14]1[CH:19]=[CH:18][CH:17]=[CH:16][CH:15]=1.C(=O)([O-])[O-].[K+].[K+]. The catalyst is C(C(C)=O)C. The product is [CH2:13]([O:9][C:8](=[O:10])[C:7]1[CH:11]=[C:3]([CH:1]=[O:2])[CH:4]=[CH:5][C:6]=1[O:12][CH2:1][C:3]1[CH:11]=[CH:7][CH:6]=[CH:5][CH:4]=1)[C:14]1[CH:19]=[CH:18][CH:17]=[CH:16][CH:15]=1. The yield is 0.575. (2) The catalyst is C1C=CC=CC=1. The reactants are [CH:1](=[C:8]1[CH:16](Br)[C:15]2[C:10](=[CH:11][CH:12]=[CH:13][CH:14]=2)[C:9]1=[O:18])[C:2]1[CH:7]=[CH:6][CH:5]=[CH:4][CH:3]=1.[CH:19]1([NH2:26])[CH2:25][CH2:24][CH2:23][CH2:22][CH2:21][CH2:20]1. The yield is 0.820. The product is [CH:1](=[C:8]1[CH:16]([NH:26][CH:19]2[CH2:25][CH2:24][CH2:23][CH2:22][CH2:21][CH2:20]2)[C:15]2[C:10](=[CH:11][CH:12]=[CH:13][CH:14]=2)[C:9]1=[O:18])[C:2]1[CH:7]=[CH:6][CH:5]=[CH:4][CH:3]=1. (3) The reactants are C[O:2][C:3](=[O:28])[C:4]1[CH:9]=[CH:8][C:7]([O:10][CH2:11][CH2:12][CH2:13]Br)=[CH:6][C:5]=1[NH:15][C:16](=[O:27])[C:17]1[CH:22]=[CH:21][CH:20]=[CH:19][C:18]=1[C:23]([F:26])([F:25])[F:24].[F:29][C:30]([F:41])([F:40])[C:31]1[CH:39]=[CH:38][C:34]([CH:35]=[N:36][OH:37])=[CH:33][CH:32]=1. No catalyst specified. The product is [F:26][C:23]([F:24])([F:25])[C:18]1[CH:19]=[CH:20][CH:21]=[CH:22][C:17]=1[C:16]([NH:15][C:5]1[CH:6]=[C:7]([O:10][CH2:11][CH2:12][CH2:13][O:37]/[N:36]=[CH:35]/[C:34]2[CH:33]=[CH:32][C:31]([C:30]([F:29])([F:41])[F:40])=[CH:39][CH:38]=2)[CH:8]=[CH:9][C:4]=1[C:3]([OH:2])=[O:28])=[O:27]. The yield is 0.700.